Dataset: Catalyst prediction with 721,799 reactions and 888 catalyst types from USPTO. Task: Predict which catalyst facilitates the given reaction. (1) Reactant: [N+](C1C=CC=CC=1O)([O-])=O.[C:11]1([C:21]2[CH:26]=[CH:25][CH:24]=[CH:23][CH:22]=2)[CH:16]=[CH:15][C:14]([CH2:17][C:18]([OH:20])=O)=[CH:13][CH:12]=1.CC(C)N=C=NC(C)C.[CH3:36][N:37]1[CH2:42][CH2:41][CH:40]([NH:43][CH3:44])[CH2:39][CH2:38]1.[Cl:45]CC(Cl)C. Product: [ClH:45].[C:11]1([C:21]2[CH:26]=[CH:25][CH:24]=[CH:23][CH:22]=2)[CH:12]=[CH:13][C:14]([CH2:17][C:18]([N:43]([CH3:44])[CH:40]2[CH2:41][CH2:42][N:37]([CH3:36])[CH2:38][CH2:39]2)=[O:20])=[CH:15][CH:16]=1. The catalyst class is: 3. (2) Reactant: [CH3:1][S:2][C:3]1[CH:8]=[CH:7][C:6]([NH:9][C:10](=[O:22])[CH2:11][C:12]([O:14]CC2C=CC=CC=2)=[O:13])=[CH:5][CH:4]=1.[OH-].[Na+]. Product: [CH3:1][S:2][C:3]1[CH:4]=[CH:5][C:6]([NH:9][C:10](=[O:22])[CH2:11][C:12]([OH:14])=[O:13])=[CH:7][CH:8]=1. The catalyst class is: 240. (3) Reactant: [NH2:1][C@H:2]([C:7]([OH:9])=[O:8])[C:3]([SH:6])([CH3:5])[CH3:4].[OH-].[Na+].Br[CH2:13][CH2:14][CH2:15][CH:16]=[CH2:17].[C:18](O[C:18]([O:20][C:21]([CH3:24])([CH3:23])[CH3:22])=[O:19])([O:20][C:21]([CH3:24])([CH3:23])[CH3:22])=[O:19].[C:33](=O)([O-])[O-].[K+].[K+].IC. Product: [C:21]([O:20][C:18]([NH:1][C@H:2]([C:7]([O:9][CH3:33])=[O:8])[C:3]([S:6][CH2:13][CH2:14][CH2:15][CH:16]=[CH2:17])([CH3:5])[CH3:4])=[O:19])([CH3:24])([CH3:23])[CH3:22]. The catalyst class is: 38. (4) Reactant: [CH3:1][C:2]1[C:7]([O:8][C:9]2[C:10]([NH:22][C:23]3[S:27][N:26]=[C:25]([CH:28]4[CH2:34][CH:33]5[N:35](C(OC(C)(C)C)=O)[CH:30]([CH2:31][CH2:32]5)[CH2:29]4)[N:24]=3)=[N:11][CH:12]=[C:13]([S:15][C:16]3[CH:21]=[CH:20][CH:19]=[CH:18][N:17]=3)[CH:14]=2)=[CH:6][CH:5]=[CH:4][N:3]=1.C(O)(C(F)(F)F)=O. Product: [CH:30]12[NH:35][CH:33]([CH2:32][CH2:31]1)[CH2:34][CH:28]([C:25]1[N:24]=[C:23]([NH:22][C:10]3[C:9]([O:8][C:7]4[C:2]([CH3:1])=[N:3][CH:4]=[CH:5][CH:6]=4)=[CH:14][C:13]([S:15][C:16]4[CH:21]=[CH:20][CH:19]=[CH:18][N:17]=4)=[CH:12][N:11]=3)[S:27][N:26]=1)[CH2:29]2. The catalyst class is: 2. (5) Reactant: [H-].[H-].[H-].[H-].[Li+].[Al+3].C1COCC1.[NH2:12][C:13]([CH:20]1[CH2:29][CH2:28][C:27]2[C:22](=[CH:23][CH:24]=[C:25]([O:30][CH3:31])[CH:26]=2)[CH2:21]1)([CH3:19])[C:14](OCC)=[O:15]. Product: [NH2:12][C:13]([CH:20]1[CH2:29][CH2:28][C:27]2[C:22](=[CH:23][CH:24]=[C:25]([O:30][CH3:31])[CH:26]=2)[CH2:21]1)([CH3:19])[CH2:14][OH:15]. The catalyst class is: 13.